Dataset: NCI-60 drug combinations with 297,098 pairs across 59 cell lines. Task: Regression. Given two drug SMILES strings and cell line genomic features, predict the synergy score measuring deviation from expected non-interaction effect. (1) Drug 1: CCC1=CC2CC(C3=C(CN(C2)C1)C4=CC=CC=C4N3)(C5=C(C=C6C(=C5)C78CCN9C7C(C=CC9)(C(C(C8N6C)(C(=O)OC)O)OC(=O)C)CC)OC)C(=O)OC.C(C(C(=O)O)O)(C(=O)O)O. Drug 2: CC1CCC2CC(C(=CC=CC=CC(CC(C(=O)C(C(C(=CC(C(=O)CC(OC(=O)C3CCCCN3C(=O)C(=O)C1(O2)O)C(C)CC4CCC(C(C4)OC)OCCO)C)C)O)OC)C)C)C)OC. Cell line: HCT116. Synergy scores: CSS=31.9, Synergy_ZIP=-1.27, Synergy_Bliss=0.446, Synergy_Loewe=-1.52, Synergy_HSA=2.82. (2) Drug 1: CN(C)C1=NC(=NC(=N1)N(C)C)N(C)C. Drug 2: C1CN(P(=O)(OC1)NCCCl)CCCl. Cell line: MOLT-4. Synergy scores: CSS=-3.16, Synergy_ZIP=1.05, Synergy_Bliss=-2.38, Synergy_Loewe=-7.09, Synergy_HSA=-7.02. (3) Drug 1: CC1OCC2C(O1)C(C(C(O2)OC3C4COC(=O)C4C(C5=CC6=C(C=C35)OCO6)C7=CC(=C(C(=C7)OC)O)OC)O)O. Drug 2: C1CN(CCN1C(=O)CCBr)C(=O)CCBr. Cell line: OVCAR3. Synergy scores: CSS=37.8, Synergy_ZIP=-7.38, Synergy_Bliss=0.136, Synergy_Loewe=-14.0, Synergy_HSA=-0.585. (4) Drug 1: CCN(CC)CCNC(=O)C1=C(NC(=C1C)C=C2C3=C(C=CC(=C3)F)NC2=O)C. Synergy scores: CSS=25.5, Synergy_ZIP=-5.01, Synergy_Bliss=0.650, Synergy_Loewe=-1.93, Synergy_HSA=4.43. Cell line: HCC-2998. Drug 2: CC1=C(N=C(N=C1N)C(CC(=O)N)NCC(C(=O)N)N)C(=O)NC(C(C2=CN=CN2)OC3C(C(C(C(O3)CO)O)O)OC4C(C(C(C(O4)CO)O)OC(=O)N)O)C(=O)NC(C)C(C(C)C(=O)NC(C(C)O)C(=O)NCCC5=NC(=CS5)C6=NC(=CS6)C(=O)NCCC[S+](C)C)O. (5) Drug 1: COC1=NC(=NC2=C1N=CN2C3C(C(C(O3)CO)O)O)N. Drug 2: CCCCCOC(=O)NC1=NC(=O)N(C=C1F)C2C(C(C(O2)C)O)O. Cell line: SK-OV-3. Synergy scores: CSS=-4.98, Synergy_ZIP=1.08, Synergy_Bliss=-3.47, Synergy_Loewe=-8.49, Synergy_HSA=-9.28. (6) Drug 1: CC12CCC3C(C1CCC2=O)CC(=C)C4=CC(=O)C=CC34C. Drug 2: CN(CC1=CN=C2C(=N1)C(=NC(=N2)N)N)C3=CC=C(C=C3)C(=O)NC(CCC(=O)O)C(=O)O. Cell line: OVCAR3. Synergy scores: CSS=44.4, Synergy_ZIP=-6.25, Synergy_Bliss=-0.922, Synergy_Loewe=-5.31, Synergy_HSA=-0.686.